Dataset: Catalyst prediction with 721,799 reactions and 888 catalyst types from USPTO. Task: Predict which catalyst facilitates the given reaction. (1) Reactant: Cl[C:2]1[C:11]2[C:6](=[CH:7][C:8]([F:15])=[C:9]([N+:12]([O-:14])=[O:13])[CH:10]=2)[N:5]=[CH:4][N:3]=1.[Cl:16][C:17]1[C:18]([F:25])=[C:19]([CH:21]=[CH:22][C:23]=1[Cl:24])[NH2:20]. Product: [Cl:16][C:17]1[C:18]([F:25])=[C:19]([NH:20][C:2]2[C:11]3[C:6](=[CH:7][C:8]([F:15])=[C:9]([N+:12]([O-:14])=[O:13])[CH:10]=3)[N:5]=[CH:4][N:3]=2)[CH:21]=[CH:22][C:23]=1[Cl:24]. The catalyst class is: 32. (2) Reactant: [Cl:1][C:2]1[CH:3]=[C:4]2[C:12](=[CH:13][C:14]=1[Cl:15])[NH:11][C:10]1[C:9]([CH3:17])([CH3:16])[C:8]3[CH:18]=[C:19]([O:22]C)[CH:20]=[CH:21][C:7]=3[C:6](=[O:24])[C:5]2=1.[Cl-].[NH+]1C=CC=CC=1.C(OCC)(=O)C. Product: [Cl:1][C:2]1[CH:3]=[C:4]2[C:12](=[CH:13][C:14]=1[Cl:15])[NH:11][C:10]1[C:9]([CH3:17])([CH3:16])[C:8]3[CH:18]=[C:19]([OH:22])[CH:20]=[CH:21][C:7]=3[C:6](=[O:24])[C:5]2=1. The catalyst class is: 6.